Dataset: Peptide-MHC class I binding affinity with 185,985 pairs from IEDB/IMGT. Task: Regression. Given a peptide amino acid sequence and an MHC pseudo amino acid sequence, predict their binding affinity value. This is MHC class I binding data. (1) The peptide sequence is KTKDYVNGL. The MHC is Patr-A0401 with pseudo-sequence Patr-A0401. The binding affinity (normalized) is 0.125. (2) The peptide sequence is IEELRQHLL. The MHC is HLA-B42:01 with pseudo-sequence HLA-B42:01. The binding affinity (normalized) is 0. (3) The peptide sequence is FCASDAKAYD. The MHC is H-2-Db with pseudo-sequence H-2-Db. The binding affinity (normalized) is 0. (4) The peptide sequence is LLDSHYESV. The MHC is HLA-A02:03 with pseudo-sequence HLA-A02:03. The binding affinity (normalized) is 0.668. (5) The peptide sequence is MPGVLSYVI. The MHC is HLA-B54:01 with pseudo-sequence HLA-B54:01. The binding affinity (normalized) is 0.577. (6) The peptide sequence is VQIGEYTFEK. The MHC is HLA-A31:01 with pseudo-sequence HLA-A31:01. The binding affinity (normalized) is 0.315. (7) The peptide sequence is STLNFNNLH. The MHC is HLA-A03:01 with pseudo-sequence HLA-A03:01. The binding affinity (normalized) is 0.210.